This data is from Forward reaction prediction with 1.9M reactions from USPTO patents (1976-2016). The task is: Predict the product of the given reaction. (1) Given the reactants [CH2:1]([O:8][C:9](=[O:33])[C@@H:10]([NH:25]C(OC(C)(C)C)=O)[CH2:11][CH2:12][C:13]([C:15]1[CH:20]=[CH:19][C:18]([O:21][CH3:22])=[C:17]([O:23][CH3:24])[CH:16]=1)=O)[C:2]1[CH:7]=[CH:6][CH:5]=[CH:4][CH:3]=1.[C:34]([OH:40])([C:36]([F:39])([F:38])[F:37])=[O:35], predict the reaction product. The product is: [OH:40][C:34]([C:36]([F:39])([F:38])[F:37])=[O:35].[CH2:1]([O:8][C:9]([C@@H:10]1[CH2:11][CH2:12][C:13]([C:15]2[CH:20]=[CH:19][C:18]([O:21][CH3:22])=[C:17]([O:23][CH3:24])[CH:16]=2)=[N:25]1)=[O:33])[C:2]1[CH:7]=[CH:6][CH:5]=[CH:4][CH:3]=1. (2) Given the reactants [C:1]([O:5][C:6](=[O:12])[NH:7][C@H:8]([CH3:11])[CH:9]=O)([CH3:4])([CH3:3])[CH3:2].[C:13]([N:16]1[CH2:21][CH2:20][NH:19][CH2:18][CH2:17]1)(=[O:15])[CH3:14].[BH-](OC(C)=O)(OC(C)=O)OC(C)=O.[Na+].C([O-])(O)=O.[Na+], predict the reaction product. The product is: [C:1]([O:5][C:6](=[O:12])[NH:7][C@H:8]([CH3:11])[CH2:9][N:19]1[CH2:20][CH2:21][N:16]([C:13](=[O:15])[CH3:14])[CH2:17][CH2:18]1)([CH3:4])([CH3:3])[CH3:2]. (3) Given the reactants Cl[C:2]1[C:3](=[O:18])[N:4]([CH2:14][CH2:15][O:16][CH3:17])[C:5](=[O:13])[C:6]=1[C:7]1[CH:12]=[CH:11][CH:10]=[CH:9][CH:8]=1.[CH3:19][C:20]([NH:22][C:23]1[CH:28]=[CH:27][C:26]([NH2:29])=[CH:25][CH:24]=1)=[O:21].O, predict the reaction product. The product is: [CH3:17][O:16][CH2:15][CH2:14][N:4]1[C:5](=[O:13])[C:6]([C:7]2[CH:12]=[CH:11][CH:10]=[CH:9][CH:8]=2)=[C:2]([NH:29][C:26]2[CH:25]=[CH:24][C:23]([NH:22][C:20](=[O:21])[CH3:19])=[CH:28][CH:27]=2)[C:3]1=[O:18]. (4) Given the reactants [NH2:1][C:2]1[CH:3]=[CH:4][C:5]([C:8]2[N:13]=[C:12]([OH:14])[CH:11]=[C:10]([CH2:15][Cl:16])[N:9]=2)=[N:6][CH:7]=1.C(N(CC)CC)C.[Cl:24][CH2:25][C:26](Cl)=[O:27], predict the reaction product. The product is: [Cl:24][CH2:25][C:26]([NH:1][C:2]1[CH:7]=[N:6][C:5]([C:8]2[N:9]=[C:10]([CH2:15][Cl:16])[CH:11]=[C:12]([OH:14])[N:13]=2)=[CH:4][CH:3]=1)=[O:27].